Dataset: Peptide-MHC class II binding affinity with 134,281 pairs from IEDB. Task: Regression. Given a peptide amino acid sequence and an MHC pseudo amino acid sequence, predict their binding affinity value. This is MHC class II binding data. (1) The peptide sequence is KKTLLDLLKLTVAVGLH. The MHC is HLA-DQA10501-DQB10402 with pseudo-sequence HLA-DQA10501-DQB10402. The binding affinity (normalized) is 0.422. (2) The peptide sequence is ALLKNYGLLYCFRKD. The MHC is DRB1_0701 with pseudo-sequence DRB1_0701. The binding affinity (normalized) is 0.133. (3) The peptide sequence is AWMSAAAAQAEQAAT. The MHC is DRB1_0301 with pseudo-sequence DRB1_0301. The binding affinity (normalized) is 0.0796. (4) The peptide sequence is LISRVLDGLVMTTIS. The MHC is DRB1_0301 with pseudo-sequence DRB1_0301. The binding affinity (normalized) is 0.178. (5) The peptide sequence is AAATAGTTLYGAFAA. The MHC is HLA-DQA10501-DQB10301 with pseudo-sequence HLA-DQA10501-DQB10301. The binding affinity (normalized) is 0.704. (6) The peptide sequence is AAATSGTTVYGAFAA. The MHC is HLA-DPA10103-DPB10601 with pseudo-sequence HLA-DPA10103-DPB10601. The binding affinity (normalized) is 0.